From a dataset of NCI-60 drug combinations with 297,098 pairs across 59 cell lines. Regression. Given two drug SMILES strings and cell line genomic features, predict the synergy score measuring deviation from expected non-interaction effect. (1) Drug 1: CCC1=CC2CC(C3=C(CN(C2)C1)C4=CC=CC=C4N3)(C5=C(C=C6C(=C5)C78CCN9C7C(C=CC9)(C(C(C8N6C)(C(=O)OC)O)OC(=O)C)CC)OC)C(=O)OC.C(C(C(=O)O)O)(C(=O)O)O. Drug 2: CC(C)CN1C=NC2=C1C3=CC=CC=C3N=C2N. Cell line: A498. Synergy scores: CSS=8.38, Synergy_ZIP=-4.07, Synergy_Bliss=1.93, Synergy_Loewe=-9.73, Synergy_HSA=0.465. (2) Drug 1: CC1C(C(CC(O1)OC2CC(OC(C2O)C)OC3=CC4=CC5=C(C(=O)C(C(C5)C(C(=O)C(C(C)O)O)OC)OC6CC(C(C(O6)C)O)OC7CC(C(C(O7)C)O)OC8CC(C(C(O8)C)O)(C)O)C(=C4C(=C3C)O)O)O)O. Drug 2: CNC(=O)C1=NC=CC(=C1)OC2=CC=C(C=C2)NC(=O)NC3=CC(=C(C=C3)Cl)C(F)(F)F. Cell line: KM12. Synergy scores: CSS=37.1, Synergy_ZIP=0.643, Synergy_Bliss=-0.828, Synergy_Loewe=-31.4, Synergy_HSA=-1.33.